This data is from Full USPTO retrosynthesis dataset with 1.9M reactions from patents (1976-2016). The task is: Predict the reactants needed to synthesize the given product. Given the product [CH3:21][O:22][C:23](=[O:32])[C:24]1[CH:25]=[CH:26][C:27]([CH:9]([C:8]2[S:7][C:6]([C:11]3[CH:12]=[CH:13][C:14]([C:17]([F:20])([F:18])[F:19])=[CH:15][CH:16]=3)=[N:5][C:4]=2[CH3:3])[O:10][CH3:33])=[CH:28][CH:29]=1, predict the reactants needed to synthesize it. The reactants are: [H-].[Na+].[CH3:3][C:4]1[N:5]=[C:6]([C:11]2[CH:16]=[CH:15][C:14]([C:17]([F:20])([F:19])[F:18])=[CH:13][CH:12]=2)[S:7][C:8]=1[CH2:9][OH:10].[CH3:21][O:22][C:23](=[O:32])[C:24]1[CH:29]=[CH:28][C:27](CBr)=[CH:26][CH:25]=1.[CH2:33]1COCC1.